This data is from Reaction yield outcomes from USPTO patents with 853,638 reactions. The task is: Predict the reaction yield, written as a fraction of the theoretical maximum amount of product (1.0 means a 100% yield; for example, 0.34 means a 34% yield). The reactants are [Si:1]([O:8][C@@H:9]([C:25]1[CH:30]=[CH:29][CH:28]=[CH:27][C:26]=1[C:31]1[CH:36]=[CH:35][C:34]([Cl:37])=[CH:33][CH:32]=1)[CH:10]1[CH2:15][CH2:14][N:13]([C:16]2[CH:24]=[CH:23][C:19]([C:20]([OH:22])=O)=[CH:18][CH:17]=2)[CH2:12][CH2:11]1)([C:4]([CH3:7])([CH3:6])[CH3:5])([CH3:3])[CH3:2].[O:38]1[CH2:43][CH2:42][N:41]([CH2:44][CH2:45][C@@H:46]([NH:55][C:56]2[CH:61]=[CH:60][C:59]([S:62]([NH2:65])(=[O:64])=[O:63])=[CH:58][C:57]=2[S:66]([C:69]([F:72])([F:71])[F:70])(=[O:68])=[O:67])[CH2:47][S:48][C:49]2[CH:54]=[CH:53][CH:52]=[CH:51][CH:50]=2)[CH2:40][CH2:39]1. No catalyst specified. The product is [Si:1]([O:8][C@@H:9]([C:25]1[CH:30]=[CH:29][CH:28]=[CH:27][C:26]=1[C:31]1[CH:36]=[CH:35][C:34]([Cl:37])=[CH:33][CH:32]=1)[CH:10]1[CH2:11][CH2:12][N:13]([C:16]2[CH:17]=[CH:18][C:19]([C:20]([NH:65][S:62]([C:59]3[CH:60]=[CH:61][C:56]([NH:55][C@H:46]([CH2:45][CH2:44][N:41]4[CH2:42][CH2:43][O:38][CH2:39][CH2:40]4)[CH2:47][S:48][C:49]4[CH:54]=[CH:53][CH:52]=[CH:51][CH:50]=4)=[C:57]([S:66]([C:69]([F:71])([F:72])[F:70])(=[O:68])=[O:67])[CH:58]=3)(=[O:63])=[O:64])=[O:22])=[CH:23][CH:24]=2)[CH2:14][CH2:15]1)([C:4]([CH3:7])([CH3:6])[CH3:5])([CH3:3])[CH3:2]. The yield is 0.330.